This data is from Catalyst prediction with 721,799 reactions and 888 catalyst types from USPTO. The task is: Predict which catalyst facilitates the given reaction. (1) Product: [CH:14]([C:17]1[S:21][C:20]([NH:22][C:23](=[O:29])[C@@H:24]([NH:28][CH:6]2[CH2:5][CH2:4][C:3]3[C:8](=[CH:9][C:10]([F:12])=[CH:11][C:2]=3[F:1])[CH2:7]2)[CH2:25][CH2:26][CH3:27])=[N:19][CH:18]=1)([CH3:15])[CH3:16]. The catalyst class is: 317. Reactant: [F:1][C:2]1[CH:11]=[C:10]([F:12])[CH:9]=[C:8]2[C:3]=1[CH2:4][CH2:5][C:6](=O)[CH2:7]2.[CH:14]([C:17]1[S:21][C:20]([NH:22][C:23](=[O:29])[C@@H:24]([NH2:28])[CH2:25][CH2:26][CH3:27])=[N:19][CH:18]=1)([CH3:16])[CH3:15].C(O[BH-](OC(=O)C)OC(=O)C)(=O)C.[Na+].C(O)(=O)C. (2) Reactant: [H-].[Na+].[CH2:3]([OH:6])[CH:4]=[CH2:5].[Br:7][C:8]1[CH:13]=[CH:12][C:11](F)=[C:10]([N+:15]([O-:17])=[O:16])[CH:9]=1. Product: [CH2:3]([O:6][C:11]1[CH:12]=[CH:13][C:8]([Br:7])=[CH:9][C:10]=1[N+:15]([O-:17])=[O:16])[CH:4]=[CH2:5]. The catalyst class is: 1.